This data is from Full USPTO retrosynthesis dataset with 1.9M reactions from patents (1976-2016). The task is: Predict the reactants needed to synthesize the given product. (1) The reactants are: [CH3:1][C:2]1[C:10]2[C:9](=[O:11])[NH:8][C:7]([CH2:12][C:13]3[CH:17]=[CH:16][S:15][CH:14]=3)=[N:6][C:5]=2[S:4][C:3]=1[C:18]([O:20]CC)=[O:19].[OH-].[Na+].Cl. Given the product [CH3:1][C:2]1[C:10]2[C:9](=[O:11])[NH:8][C:7]([CH2:12][C:13]3[CH:17]=[CH:16][S:15][CH:14]=3)=[N:6][C:5]=2[S:4][C:3]=1[C:18]([OH:20])=[O:19], predict the reactants needed to synthesize it. (2) Given the product [Cl:1][C:2]1[CH:21]=[C:20]([C:22]([F:24])([F:25])[F:23])[CH:19]=[CH:18][C:3]=1[CH2:4][N:5]1[C:9](/[CH:10]=[CH:11]/[C:12]([NH:34][S:31]([CH2:26][CH2:27][CH2:28][CH2:29][CH3:30])(=[O:33])=[O:32])=[O:13])=[CH:8][C:7]([CH:15]2[CH2:17][CH2:16]2)=[N:6]1, predict the reactants needed to synthesize it. The reactants are: [Cl:1][C:2]1[CH:21]=[C:20]([C:22]([F:25])([F:24])[F:23])[CH:19]=[CH:18][C:3]=1[CH2:4][N:5]1[C:9](/[CH:10]=[CH:11]/[C:12](O)=[O:13])=[CH:8][C:7]([CH:15]2[CH2:17][CH2:16]2)=[N:6]1.[CH2:26]([S:31]([NH2:34])(=[O:33])=[O:32])[CH2:27][CH2:28][CH2:29][CH3:30].N12CCCN=C1CCCCC2.Cl. (3) Given the product [Br:1][C:2]1[CH:3]=[C:4]([C:11]([O:13][CH3:14])=[O:12])[C:5]2[CH:6]=[N:7][N:8]([CH:18]([CH3:20])[CH3:19])[C:9]=2[CH:10]=1.[Br:1][C:2]1[CH:3]=[C:4]([C:11]([O:13][CH3:14])=[O:12])[C:5]2[C:9]([CH:10]=1)=[N:8][N:7]([CH:18]([CH3:20])[CH3:19])[CH:6]=2, predict the reactants needed to synthesize it. The reactants are: [Br:1][C:2]1[CH:3]=[C:4]([C:11]([O:13][CH3:14])=[O:12])[C:5]2[CH:6]=[N:7][NH:8][C:9]=2[CH:10]=1.[H-].[Na+].Br[CH:18]([CH3:20])[CH3:19]. (4) Given the product [C:1]([O:5][C@@H:6]([C:11]1[C:30]([CH3:31])=[CH:29][C:14]2[N:15]=[C:16]([N:18]3[CH2:22][CH2:21][CH:20]([O:39][C:11]4[CH:30]=[CH:29][CH:14]=[CH:13][CH:12]=4)[CH2:19]3)[S:17][C:13]=2[C:12]=1[C:32]1[CH:37]=[CH:36][C:35]([Cl:38])=[CH:34][CH:33]=1)[C:7]([OH:9])=[O:8])([CH3:3])([CH3:2])[CH3:4], predict the reactants needed to synthesize it. The reactants are: [C:1]([O:5][C@@H:6]([C:11]1[C:30]([CH3:31])=[CH:29][C:14]2[N:15]=[C:16]([N:18]3[CH2:22][CH2:21][CH:20](C4C=CC=CC=4)[CH2:19]3)[S:17][C:13]=2[C:12]=1[C:32]1[CH:37]=[CH:36][C:35]([Cl:38])=[CH:34][CH:33]=1)[C:7]([O:9]C)=[O:8])([CH3:4])([CH3:3])[CH3:2].[OH-:39].[Na+]. (5) Given the product [F:17][C:11]1[CH:12]=[CH:13][C:14]([F:16])=[CH:15][C:10]=1[C:9]1[C:8](=[O:18])[N:7]2[C:19]([CH3:22])=[CH:20][S:21][C:6]2=[N:5][C:4]=1[CH:2]([NH:1][C:24]1[N:32]=[CH:31][N:30]=[C:29]2[C:25]=1[N:26]=[CH:27][NH:28]2)[CH3:3], predict the reactants needed to synthesize it. The reactants are: [NH2:1][CH:2]([C:4]1[N:5]=[C:6]2[S:21][CH:20]=[C:19]([CH3:22])[N:7]2[C:8](=[O:18])[C:9]=1[C:10]1[CH:15]=[C:14]([F:16])[CH:13]=[CH:12][C:11]=1[F:17])[CH3:3].Br[C:24]1[N:32]=[CH:31][N:30]=[C:29]2[C:25]=1[N:26]=[CH:27][NH:28]2.C(N(CC)C(C)C)(C)C. (6) Given the product [CH3:30][NH:31][CH2:12][CH:13]1[CH2:17][C:16]2[CH:18]=[CH:19][CH:20]=[C:21]([C:22]3[CH:27]=[C:26]([CH3:28])[CH:25]=[CH:24][C:23]=3[CH3:29])[C:15]=2[O:14]1, predict the reactants needed to synthesize it. The reactants are: CC1C=CC(S(O[CH2:12][CH:13]2[CH2:17][C:16]3[CH:18]=[CH:19][CH:20]=[C:21]([C:22]4[CH:27]=[C:26]([CH3:28])[CH:25]=[CH:24][C:23]=4[CH3:29])[C:15]=3[O:14]2)(=O)=O)=CC=1.[CH3:30][NH2:31]. (7) Given the product [CH3:1][C:2]1[C:6]([C:7]2[CH:8]=[C:9]3[C:15]([C:16]([C:18]4[CH:19]=[N:20][CH:21]=[CH:22][CH:23]=4)=[O:17])=[CH:14][NH:13][C:10]3=[N:11][CH:12]=2)=[C:5]([CH3:24])[O:4][N:3]=1, predict the reactants needed to synthesize it. The reactants are: [CH3:1][C:2]1[C:6]([C:7]2[CH:8]=[C:9]3[C:15]([CH:16]([C:18]4[CH:19]=[N:20][CH:21]=[CH:22][CH:23]=4)[OH:17])=[CH:14][NH:13][C:10]3=[N:11][CH:12]=2)=[C:5]([CH3:24])[O:4][N:3]=1.CC(OI1(OC(C)=O)(OC(C)=O)OC(=O)C2C=CC=CC1=2)=O. (8) Given the product [C:20]([O:23][C:24]([N:6]1[C:5]2[C:4]([Cl:18])=[CH:3][C:2]([Br:1])=[CH:15][C:14]=2[S:13][C:12]2[C:7]1=[C:8]([Cl:17])[CH:9]=[C:10]([Br:16])[CH:11]=2)=[O:25])([CH3:22])([CH3:21])[CH3:19], predict the reactants needed to synthesize it. The reactants are: [Br:1][C:2]1[CH:3]=[C:4]([Cl:18])[C:5]2[NH:6][C:7]3[C:12]([S:13][C:14]=2[CH:15]=1)=[CH:11][C:10]([Br:16])=[CH:9][C:8]=3[Cl:17].[CH3:19][C:20]([O:23][C:24](O[C:24]([O:23][C:20]([CH3:22])([CH3:21])[CH3:19])=[O:25])=[O:25])([CH3:22])[CH3:21].